This data is from Forward reaction prediction with 1.9M reactions from USPTO patents (1976-2016). The task is: Predict the product of the given reaction. (1) Given the reactants [NH2:1][C:2]1[CH:3]=[C:4]([CH:9]2[C:18]([CH3:20])([CH3:19])[CH2:17][C:16]3[C:11](=[CH:12][CH:13]=[C:14]([C:21]([O:23][CH3:24])=[O:22])[CH:15]=3)[NH:10]2)[CH:5]=[CH:6][C:7]=1[Cl:8].C(N(CC)C(C)C)(C)C.[CH:34]1([C:40](Cl)=[O:41])[CH2:39][CH2:38][CH2:37][CH2:36][CH2:35]1, predict the reaction product. The product is: [Cl:8][C:7]1[CH:6]=[CH:5][C:4]([CH:9]2[C:18]([CH3:19])([CH3:20])[CH2:17][C:16]3[C:11](=[CH:12][CH:13]=[C:14]([C:21]([O:23][CH3:24])=[O:22])[CH:15]=3)[NH:10]2)=[CH:3][C:2]=1[NH:1][C:40]([CH:34]1[CH2:39][CH2:38][CH2:37][CH2:36][CH2:35]1)=[O:41]. (2) Given the reactants [CH:1]([N:3]1[C:7]([O:8][C:9]2[CH:14]=[CH:13][C:12]([C:15]([F:18])([F:17])[F:16])=[CH:11][CH:10]=2)=[CH:6][C:5]([C:19]2[CH:20]=[C:21]([C:25]3([NH2:29])[CH2:28][O:27][CH2:26]3)[CH:22]=[CH:23][CH:24]=2)=[N:4]1)=[CH2:2].[C:30]([O:34][C:35](O[C:35]([O:34][C:30]([CH3:33])([CH3:32])[CH3:31])=[O:36])=[O:36])([CH3:33])([CH3:32])[CH3:31], predict the reaction product. The product is: [CH:1]([N:3]1[C:7]([O:8][C:9]2[CH:14]=[CH:13][C:12]([C:15]([F:16])([F:17])[F:18])=[CH:11][CH:10]=2)=[CH:6][C:5]([C:19]2[CH:20]=[C:21]([C:25]3([NH:29][C:35](=[O:36])[O:34][C:30]([CH3:33])([CH3:32])[CH3:31])[CH2:28][O:27][CH2:26]3)[CH:22]=[CH:23][CH:24]=2)=[N:4]1)=[CH2:2]. (3) The product is: [F:22][C:23]1[CH:28]=[CH:27][C:26]([C:2]2[CH:3]=[CH:4][CH:5]=[C:6]3[C:10]=2[N:9]([CH2:11][CH2:12][CH3:13])[N:8]=[C:7]3[C:14]2[CH:19]=[CH:18][C:17]([O:20][CH3:21])=[CH:16][CH:15]=2)=[CH:25][CH:24]=1. Given the reactants Cl[C:2]1[CH:3]=[CH:4][CH:5]=[C:6]2[C:10]=1[N:9]([CH2:11][CH2:12][CH3:13])[N:8]=[C:7]2[C:14]1[CH:19]=[CH:18][C:17]([O:20][CH3:21])=[CH:16][CH:15]=1.[F:22][C:23]1[CH:28]=[CH:27][C:26]([Mg]Br)=[CH:25][CH:24]=1.Cl, predict the reaction product. (4) Given the reactants [Br:1][C:2]1[CH:7]=[CH:6][C:5]([N+:8]([O-:10])=[O:9])=[C:4]([CH3:11])[CH:3]=1.[Cl:12][C:13]1[CH:20]=[CH:19][CH:18]=[C:17]([F:21])[C:14]=1[CH:15]=[O:16].C1CCN2C(=NCCC2)CC1, predict the reaction product. The product is: [Br:1][C:2]1[CH:7]=[CH:6][C:5]([N+:8]([O-:10])=[O:9])=[C:4]([CH2:11][CH:15]([C:14]2[C:17]([F:21])=[CH:18][CH:19]=[CH:20][C:13]=2[Cl:12])[OH:16])[CH:3]=1. (5) The product is: [C:1]([O:5][C:6](=[O:18])[C:7]([S:10][C:11]1[S:12][CH:13]=[C:14]([CH2:16][NH:17][C:24](=[O:25])[C:23]2[CH:27]=[CH:28][C:20]([Br:19])=[CH:21][CH:22]=2)[N:15]=1)([CH3:9])[CH3:8])([CH3:2])([CH3:3])[CH3:4]. Given the reactants [C:1]([O:5][C:6](=[O:18])[C:7]([S:10][C:11]1[S:12][CH:13]=[C:14]([CH2:16][NH2:17])[N:15]=1)([CH3:9])[CH3:8])([CH3:4])([CH3:3])[CH3:2].[Br:19][C:20]1[CH:28]=[CH:27][C:23]([C:24](O)=[O:25])=[CH:22][CH:21]=1.CN(C)CCCN=C=NCC.OC1C2N=NNC=2C=CC=1, predict the reaction product. (6) Given the reactants O/[CH:2]=[C:3](\[CH2:8][C:9]1[CH:10]=[N:11][C:12]([O:15][CH3:16])=[N:13][CH:14]=1)/[C:4]([O:6]C)=O.OS(C(F)(F)F)(=O)=O.[C:25](=[NH:48])([O:27][CH2:28][CH2:29][C:30]1[CH:35]=[CH:34][C:33]([O:36][C:37]2[CH:42]=[CH:41][C:40]([Cl:43])=[C:39]([C:44]([F:47])([F:46])[F:45])[CH:38]=2)=[CH:32][CH:31]=1)[NH2:26].C([O-])([O-])=O.[K+].[K+], predict the reaction product. The product is: [Cl:43][C:40]1[CH:41]=[CH:42][C:37]([O:36][C:33]2[CH:34]=[CH:35][C:30]([CH2:29][CH2:28][O:27][C:25]3[NH:48][CH:2]=[C:3]([CH2:8][C:9]4[CH:10]=[N:11][C:12]([O:15][CH3:16])=[N:13][CH:14]=4)[C:4](=[O:6])[N:26]=3)=[CH:31][CH:32]=2)=[CH:38][C:39]=1[C:44]([F:45])([F:46])[F:47]. (7) Given the reactants [OH:1][N:2]=[C:3](Cl)[C:4]1[CH:9]=[CH:8][CH:7]=[CH:6][CH:5]=1.[Cl:11][C:12]1[C:21]2[N:22]=[C:23]([CH2:30][O:31][CH2:32][CH3:33])[N:24]([CH2:25][CH2:26][CH2:27][C:28]#[CH:29])[C:20]=2[C:19]2[CH:18]=[CH:17][CH:16]=[CH:15][C:14]=2[N:13]=1.C(N(CC)CC)C, predict the reaction product. The product is: [Cl:11][C:12]1[C:21]2[N:22]=[C:23]([CH2:30][O:31][CH2:32][CH3:33])[N:24]([CH2:25][CH2:26][CH2:27][C:28]3[O:1][N:2]=[C:3]([C:4]4[CH:9]=[CH:8][CH:7]=[CH:6][CH:5]=4)[CH:29]=3)[C:20]=2[C:19]2[CH:18]=[CH:17][CH:16]=[CH:15][C:14]=2[N:13]=1. (8) Given the reactants [OH:1][CH2:2][CH:3]([O:5][CH:6]1[CH2:9][N:8]([C:10]([O:12][C:13]([CH3:16])([CH3:15])[CH3:14])=[O:11])[CH2:7]1)[CH3:4].[CH3:17][C:18]1[CH:23]=[CH:22][C:21]([S:24](Cl)(=[O:26])=[O:25])=[CH:20][CH:19]=1, predict the reaction product. The product is: [S:24]([O:1][CH2:2][CH:3]([O:5][CH:6]1[CH2:9][N:8]([C:10]([O:12][C:13]([CH3:15])([CH3:14])[CH3:16])=[O:11])[CH2:7]1)[CH3:4])([C:21]1[CH:22]=[CH:23][C:18]([CH3:17])=[CH:19][CH:20]=1)(=[O:26])=[O:25]. (9) Given the reactants [OH:1][CH2:2][CH2:3][NH:4][CH2:5][CH2:6][N:7]1[C:15]2[C:10](=[CH:11][C:12]([O:16][CH3:17])=[CH:13][CH:14]=2)[C:9]([CH:18]=O)=[C:8]1[C:20]1[C:21]([CH3:27])=[N:22][N:23]([CH3:26])[C:24]=1[CH3:25].[CH3:28][NH:29][C:30]([NH:32][C:33]1[CH:34]=[CH:35][C:36]2[O:40][CH2:39][C:38](=[O:41])[C:37]=2[CH:42]=1)=[O:31].C([O-])([O-])=O.[Na+].[Na+], predict the reaction product. The product is: [OH:1][CH2:2][CH2:3][NH:4][CH2:5][CH2:6][N:7]1[C:15]2[C:10](=[CH:11][C:12]([O:16][CH3:17])=[CH:13][CH:14]=2)[C:9](/[CH:18]=[C:39]2\[O:40][C:36]3[CH:35]=[CH:34][C:33]([NH:32][C:30]([NH:29][CH3:28])=[O:31])=[CH:42][C:37]=3[C:38]\2=[O:41])=[C:8]1[C:20]1[C:21]([CH3:27])=[N:22][N:23]([CH3:26])[C:24]=1[CH3:25]. (10) Given the reactants [F:1][C:2]1[CH:11]=[CH:10][C:5]([C:6]([NH:8][NH2:9])=O)=[CH:4][CH:3]=1.[C:12]([C:14]1[CH:19]=[CH:18][C:17]([C@@H:20]2[O:25][CH2:24][CH2:23][N:22]([C:26]([O:28][C:29]([CH3:32])([CH3:31])[CH3:30])=[O:27])[CH2:21]2)=[CH:16][CH:15]=1)#[N:13].C(=O)([O-])[O-].[K+].[K+], predict the reaction product. The product is: [F:1][C:2]1[CH:11]=[CH:10][C:5]([C:6]2[NH:8][N:9]=[C:12]([C:14]3[CH:15]=[CH:16][C:17]([C@@H:20]4[O:25][CH2:24][CH2:23][N:22]([C:26]([O:28][C:29]([CH3:32])([CH3:31])[CH3:30])=[O:27])[CH2:21]4)=[CH:18][CH:19]=3)[N:13]=2)=[CH:4][CH:3]=1.